Dataset: Forward reaction prediction with 1.9M reactions from USPTO patents (1976-2016). Task: Predict the product of the given reaction. (1) Given the reactants Br[CH2:2][C:3]1[C:8]([CH3:9])=[C:7]([CH2:10]Br)[C:6]([CH3:12])=[C:5]([CH2:13]Br)[C:4]=1[CH3:15].[NH2:16][C:17]1[CH:22]=[CH:21][CH:20]=[C:19]([NH2:23])[N:18]=1.C([O-])([O-])=O.[K+].[K+], predict the reaction product. The product is: [NH2:23][C:19]1[N:18]=[C:17]([NH:16][CH2:2][C:3]2[C:8]([CH3:9])=[C:7]([CH2:10][NH:16][C:17]3[CH:22]=[CH:21][CH:20]=[C:19]([NH2:23])[N:18]=3)[C:6]([CH3:12])=[C:5]([CH2:13][NH:16][C:17]3[CH:22]=[CH:21][CH:20]=[C:19]([NH2:23])[N:18]=3)[C:4]=2[CH3:15])[CH:22]=[CH:21][CH:20]=1. (2) Given the reactants [C:1]([CH2:3][C:4]1[CH:12]=[C:11]([O:13][CH2:14][CH2:15][O:16][CH3:17])[C:10]([O:18][CH2:19][CH2:20][O:21][CH3:22])=[CH:9][C:5]=1[C:6](O)=[O:7])#[N:2].[NH2:23][C:24]1[CH:28]=[C:27]([CH3:29])[NH:26][N:25]=1, predict the reaction product. The product is: [CH3:17][O:16][CH2:15][CH2:14][O:13][C:11]1[CH:12]=[C:4]2[C:5](=[CH:9][C:10]=1[O:18][CH2:19][CH2:20][O:21][CH3:22])[C:6]([OH:7])=[N:2][C:1]([NH:23][C:24]1[CH:28]=[C:27]([CH3:29])[NH:26][N:25]=1)=[CH:3]2. (3) Given the reactants [NH2:1][C:2]1[N:6]([C:7]2[C:11]([CH3:12])=[C:10]([CH3:13])[S:9][C:8]=2[F:14])[N:5]=[C:4]([OH:15])[CH:3]=1.[C:16](Cl)(=[O:18])[CH3:17], predict the reaction product. The product is: [C:16]([NH:1][C:2]1[N:6]([C:7]2[C:11]([CH3:12])=[C:10]([CH3:13])[S:9][C:8]=2[F:14])[N:5]=[C:4]([OH:15])[CH:3]=1)(=[O:18])[CH3:17]. (4) Given the reactants [N:1]1([C:7]([N:9]2[CH2:14][CH:13]([C:15]3[CH:20]=[CH:19][C:18]([CH2:21][C:22]([F:25])([F:24])[F:23])=[CH:17][CH:16]=3)[CH2:12][CH:11]([C:26]([O:28]C)=[O:27])[CH2:10]2)=[O:8])[CH2:6][CH2:5][S:4][CH2:3][CH2:2]1.CC(C)([O-])C.[K+], predict the reaction product. The product is: [N:1]1([C:7]([N:9]2[CH2:14][CH:13]([C:15]3[CH:16]=[CH:17][C:18]([CH2:21][C:22]([F:24])([F:25])[F:23])=[CH:19][CH:20]=3)[CH2:12][CH:11]([C:26]([OH:28])=[O:27])[CH2:10]2)=[O:8])[CH2:2][CH2:3][S:4][CH2:5][CH2:6]1. (5) Given the reactants C([BH-](C(CC)C)C(CC)C)(CC)C.[Li+].[F:15][C:16]1[CH:17]=[C:18]([CH:28]=[C:29]([F:32])[C:30]=1[F:31])[CH2:19][N:20]1[CH2:25][CH2:24][O:23][C:22](=[O:26])[C:21]1=[O:27].[OH-].[Na+].OO.S(=O)(O)[O-].[Na+], predict the reaction product. The product is: [OH:26][CH:22]1[O:23][CH2:24][CH2:25][N:20]([CH2:19][C:18]2[CH:28]=[C:29]([F:32])[C:30]([F:31])=[C:16]([F:15])[CH:17]=2)[C:21]1=[O:27]. (6) Given the reactants [CH3:1][C:2]1[CH:3]=[C:4]([CH:8]=[CH:9][C:10]=1[CH3:11])[C:5]([OH:7])=O.CN(C(ON1N=NC2C=CC=CC1=2)=[N+](C)C)C.[B-](F)(F)(F)F.CN1CCOCC1.[F:41][C:42]1([F:53])[CH2:46][CH2:45][N:44]([CH2:47][C@@H:48]([NH2:52])[CH:49]([CH3:51])[CH3:50])[CH2:43]1, predict the reaction product. The product is: [F:53][C:42]1([F:41])[CH2:46][CH2:45][N:44]([CH2:47][C@@H:48]([NH:52][C:5](=[O:7])[C:4]2[CH:8]=[CH:9][C:10]([CH3:11])=[C:2]([CH3:1])[CH:3]=2)[CH:49]([CH3:50])[CH3:51])[CH2:43]1.